From a dataset of Retrosynthesis with 50K atom-mapped reactions and 10 reaction types from USPTO. Predict the reactants needed to synthesize the given product. Given the product CC(C)(C)NC(=O)c1cn(COCC[Si](C)(C)C)c2ncc(Nc3cccc(S(C)(=O)=O)c3)nc12, predict the reactants needed to synthesize it. The reactants are: CC(C)(C)NC(=O)c1cn(COCC[Si](C)(C)C)c2ncc(Br)nc12.CS(=O)(=O)c1cccc(N)c1.